Dataset: Full USPTO retrosynthesis dataset with 1.9M reactions from patents (1976-2016). Task: Predict the reactants needed to synthesize the given product. (1) Given the product [I:1][C:2]1[CH:3]=[C:4]2[C:9](=[CH:10][CH:11]=1)[C:8](=[O:12])[NH:7][C:6](=[O:13])/[C:5]/2=[CH:14]\[NH:30][C:27]1[CH:26]=[CH:25][C:24]([CH2:23][N:17]2[CH2:22][CH2:21][CH2:20][CH2:19][CH2:18]2)=[CH:29][CH:28]=1, predict the reactants needed to synthesize it. The reactants are: [I:1][C:2]1[CH:3]=[C:4]2[C:9](=[CH:10][CH:11]=1)[C:8](=[O:12])[NH:7][C:6](=[O:13])/[C:5]/2=[CH:14]/OC.[N:17]1([CH2:23][C:24]2[CH:29]=[CH:28][C:27]([NH2:30])=[CH:26][CH:25]=2)[CH2:22][CH2:21][CH2:20][CH2:19][CH2:18]1.C(OCC)C. (2) Given the product [CH2:1]([O:8][CH2:9][CH2:10][CH2:11][C@H:12]([C:13](=[O:15])[N:26]([O:27][CH3:28])[CH3:25])[CH2:16][C:17]([O:19][C:20]([CH3:23])([CH3:22])[CH3:21])=[O:18])[C:2]1[CH:3]=[CH:4][CH:5]=[CH:6][CH:7]=1, predict the reactants needed to synthesize it. The reactants are: [CH2:1]([O:8][CH2:9][CH2:10][CH2:11][C@@H:12]([CH2:16][C:17]([O:19][C:20]([CH3:23])([CH3:22])[CH3:21])=[O:18])[C:13]([O-:15])=O)[C:2]1[CH:7]=[CH:6][CH:5]=[CH:4][CH:3]=1.Cl.[CH3:25][NH:26][O:27][CH3:28].C1C=CC2N(O)N=NC=2C=1.C(N(C(C)C)CC)(C)C.CCN=C=NCCCN(C)C.Cl. (3) Given the product [N:1]1([C:6]2[N:11]=[C:10]([CH2:12][NH:13][C:14]([CH:16]3[CH2:20][CH2:19][CH2:18][N:17]3[CH2:28][C:27]3[CH:26]=[CH:25][C:24]([C:23]([F:22])([F:32])[F:33])=[CH:31][CH:30]=3)=[O:15])[CH:9]=[C:8]([CH3:21])[N:7]=2)[CH:5]=[CH:4][N:3]=[CH:2]1, predict the reactants needed to synthesize it. The reactants are: [N:1]1([C:6]2[N:11]=[C:10]([CH2:12][NH:13][C:14]([CH:16]3[CH2:20][CH2:19][CH2:18][NH:17]3)=[O:15])[CH:9]=[C:8]([CH3:21])[N:7]=2)[CH:5]=[CH:4][N:3]=[CH:2]1.[F:22][C:23]([F:33])([F:32])[C:24]1[CH:31]=[CH:30][C:27]([CH:28]=O)=[CH:26][CH:25]=1.C(O)(=O)C.C(O[BH-](OC(=O)C)OC(=O)C)(=O)C.[Na+]. (4) Given the product [Cl:1][C:2]1[CH:3]=[C:4]([C:8]2[N:9]=[C:10]([N:16]3[C:20]4[CH:21]=[C:22]([O:25][CH2:35][CH2:34][CH2:33][N:30]5[CH2:31][CH2:32][N:27]([CH3:26])[CH2:28][CH2:29]5)[CH:23]=[CH:24][C:19]=4[N:18]=[CH:17]3)[S:11][C:12]=2[C:13]([NH2:15])=[O:14])[CH:5]=[CH:6][CH:7]=1, predict the reactants needed to synthesize it. The reactants are: [Cl:1][C:2]1[CH:3]=[C:4]([C:8]2[N:9]=[C:10]([N:16]3[C:20]4[CH:21]=[C:22]([OH:25])[CH:23]=[CH:24][C:19]=4[N:18]=[CH:17]3)[S:11][C:12]=2[C:13]([NH2:15])=[O:14])[CH:5]=[CH:6][CH:7]=1.[CH3:26][N:27]1[CH2:32][CH2:31][N:30]([CH2:33][CH2:34][CH2:35]OS(C2C=CC(C)=CC=2)(=O)=O)[CH2:29][CH2:28]1.C(=O)([O-])[O-].[Cs+].[Cs+]. (5) Given the product [CH3:1][O:2][C:3](=[O:27])[CH2:4][C@H:5]1[C:9]2[CH:10]=[CH:11][C:12]([O:14][C@H:15]3[C:23]4[C:18](=[C:19]([CH2:36][C:35]5[CH:34]=[CH:33][C:32]([O:31][C:28](=[O:30])[CH3:29])=[CH:39][CH:38]=5)[C:20]([C:24]#[N:25])=[CH:21][CH:22]=4)[CH2:17][CH2:16]3)=[CH:13][C:8]=2[O:7][CH2:6]1, predict the reactants needed to synthesize it. The reactants are: [CH3:1][O:2][C:3](=[O:27])[CH2:4][C@H:5]1[C:9]2[CH:10]=[CH:11][C:12]([O:14][C@H:15]3[C:23]4[C:18](=[C:19](Br)[C:20]([C:24]#[N:25])=[CH:21][CH:22]=4)[CH2:17][CH2:16]3)=[CH:13][C:8]=2[O:7][CH2:6]1.[C:28]([O:31][C:32]1[CH:39]=[CH:38][C:35]([CH2:36]Br)=[CH:34][CH:33]=1)(=[O:30])[CH3:29]. (6) Given the product [CH3:1][O:2][C:3]1[CH:11]=[C:10]2[C:6]([C:7]([CH2:25][C:26]3[N:27]=[C:28]([C:32]#[C:33][C:34]([O:36][CH3:37])=[O:35])[CH:29]=[CH:30][CH:31]=3)=[C:8]([C:19]3[CH:20]=[CH:21][CH:22]=[CH:23][CH:24]=3)[NH:9]2)=[CH:5][CH:4]=1, predict the reactants needed to synthesize it. The reactants are: [CH3:1][O:2][C:3]1[CH:11]=[C:10]2[C:6]([C:7]([CH2:25][C:26]3[CH:31]=[CH:30][CH:29]=[C:28]([C:32]#[C:33][C:34]([O:36][CH3:37])=[O:35])[N:27]=3)=[C:8]([C:19]3[CH:24]=[CH:23][CH:22]=[CH:21][CH:20]=3)[N:9]2C(OC(C)(C)C)=O)=[CH:5][CH:4]=1.FC(F)(F)C(O)=O.